This data is from Full USPTO retrosynthesis dataset with 1.9M reactions from patents (1976-2016). The task is: Predict the reactants needed to synthesize the given product. (1) Given the product [Cl:1][C:2]1[CH:7]=[CH:6][CH:5]=[C:4]([F:8])[C:3]=1[C:9]1[N:10]=[C:11]2[CH:16]=[CH:15][CH:14]=[C:13]([O:34][CH3:33])[N:12]2[C:18]=1[NH:19][C:20]1[CH:29]=[CH:28][C:23]2[O:24][CH2:25][CH2:26][O:27][C:22]=2[CH:21]=1, predict the reactants needed to synthesize it. The reactants are: [Cl:1][C:2]1[CH:7]=[CH:6][CH:5]=[C:4]([F:8])[C:3]=1[C:9]1[N:10]=[C:11]2[CH:16]=[CH:15][CH:14]=[C:13](F)[N:12]2[C:18]=1[NH:19][C:20]1[CH:29]=[CH:28][C:23]2[O:24][CH2:25][CH2:26][O:27][C:22]=2[CH:21]=1.[H-].[Na+].C[CH2:33][O:34]C(C)=O. (2) Given the product [OH:7][C:8]1[CH:17]=[CH:16][C:15]2[C:10](=[CH:11][CH:12]=[C:13]([O:4][CH3:5])[CH:14]=2)[CH:9]=1.[C:9]1([OH:2])[C:10]2[C:15](=[CH:14][CH:13]=[CH:12][CH:11]=2)[CH:16]=[CH:17][CH:8]=1, predict the reactants needed to synthesize it. The reactants are: S([O-])([O:4][CH3:5])(=O)=[O:2].[OH:7][C:8]1[CH:17]=[CH:16][C:15]2[C:10](=[CH:11][CH:12]=[C:13](O)[CH:14]=2)[CH:9]=1. (3) Given the product [C:35]([C:33]1[S:34][C:30]2[CH:29]=[C:28]([NH:27][C:4](=[O:6])[CH2:3][C:2]([CH3:1])([C:8]3[C:13](=[O:14])[C:12]([CH3:15])=[C:11]([CH3:16])[C:10](=[O:17])[C:9]=3[CH3:18])[CH3:7])[CH:38]=[CH:37][C:31]=2[N:32]=1)#[N:36], predict the reactants needed to synthesize it. The reactants are: [CH3:1][C:2]([C:8]1[C:13](=[O:14])[C:12]([CH3:15])=[C:11]([CH3:16])[C:10](=[O:17])[C:9]=1[CH3:18])([CH3:7])[CH2:3][C:4]([OH:6])=O.ClC(OCC(C)C)=O.[NH2:27][C:28]1[CH:38]=[CH:37][C:31]2[N:32]=[C:33]([C:35]#[N:36])[S:34][C:30]=2[CH:29]=1. (4) Given the product [CH2:1]([O:2][C:3](=[O:10])[C:4](=[O:9])[C:5]([CH:6]([CH3:8])[CH3:7])=[CH:13][N:14]([CH3:16])[CH3:15])[CH3:20], predict the reactants needed to synthesize it. The reactants are: [CH3:1][O:2][C:3](=[O:10])[C:4](=[O:9])[CH2:5][CH:6]([CH3:8])[CH3:7].CO[CH:13](OC)[N:14]([CH3:16])[CH3:15].O.[C:20]1(C)C=CC(S(O)(=O)=O)=CC=1. (5) The reactants are: [CH:1]1([N:4]2[C:12]3[C:7](=[C:8]([O:16][CH3:17])[CH:9]=[C:10]([C:13]([OH:15])=O)[CH:11]=3)[C:6]([CH3:18])=[CH:5]2)[CH2:3][CH2:2]1.Cl.Cl.[Br:21][C:22]1[CH:23]=[C:24]([C:28]2[CH:29]=[C:30]3[C:40](=[CH:41][CH:42]=2)[O:39][C:33]2([CH2:38][CH2:37][NH:36][CH2:35][CH2:34]2)[CH2:32][C:31]3=[O:43])[CH:25]=[N:26][CH:27]=1.CCN=C=NCCCN(C)C.Cl.C1C=CC2N(O)N=NC=2C=1. Given the product [Br:21][C:22]1[CH:23]=[C:24]([C:28]2[CH:29]=[C:30]3[C:40](=[CH:41][CH:42]=2)[O:39][C:33]2([CH2:34][CH2:35][N:36]([C:13]([C:10]4[CH:11]=[C:12]5[C:7]([C:6]([CH3:18])=[CH:5][N:4]5[CH:1]5[CH2:2][CH2:3]5)=[C:8]([O:16][CH3:17])[CH:9]=4)=[O:15])[CH2:37][CH2:38]2)[CH2:32][C:31]3=[O:43])[CH:25]=[N:26][CH:27]=1, predict the reactants needed to synthesize it. (6) Given the product [C:13]([C:5]1[C:4]2[C:19]([C:22]3[CH:23]=[CH:24][CH:25]=[CH:26][CH:27]=3)=[N:20][O:21][C:3]=2[C:2]([OH:1])=[C:7]([C:8]([NH:31][CH2:32][C:33]([OH:35])=[O:34])=[O:9])[N:6]=1)#[CH:14], predict the reactants needed to synthesize it. The reactants are: [OH:1][C:2]1[C:3]2[O:21][N:20]=[C:19]([C:22]3[CH:27]=[CH:26][CH:25]=[CH:24][CH:23]=3)[C:4]=2[C:5]([C:13]#[C:14][Si](C)(C)C)=[N:6][C:7]=1[C:8](OCC)=[O:9].C[O-].[Na+].[NH2:31][CH2:32][C:33]([OH:35])=[O:34].